Dataset: Forward reaction prediction with 1.9M reactions from USPTO patents (1976-2016). Task: Predict the product of the given reaction. Given the reactants [CH2:1]([C:4]1[N:8]([CH2:9][C:10]2[CH:15]=[CH:14][C:13]([C:16]3[C:17]([C:22]([O:24]C(C)(C)C)=[O:23])=[CH:18][CH:19]=[CH:20][CH:21]=3)=[CH:12][CH:11]=2)[C:7]2[CH:29]=[C:30]([C:34]3[N:38]([CH3:39])[C:37]4[CH:40]=[CH:41][CH:42]=[CH:43][C:36]=4[N:35]=3)[CH:31]=[C:32]([CH3:33])[C:6]=2[N:5]=1)[CH2:2][CH3:3].[ClH:44].O, predict the reaction product. The product is: [CH3:3][CH2:2][CH2:1][C:4]1[N:8]([CH2:9][C:10]2[CH:15]=[CH:14][C:13]([C:16]3[CH:21]=[CH:20][CH:19]=[CH:18][C:17]=3[C:22]([OH:24])=[O:23])=[CH:12][CH:11]=2)[C:7]2[CH:29]=[C:30]([C:34]3[N:38]([CH3:39])[C:37]4[CH:40]=[CH:41][CH:42]=[CH:43][C:36]=4[N:35]=3)[CH:31]=[C:32]([CH3:33])[C:6]=2[N:5]=1.[ClH:44].